This data is from Forward reaction prediction with 1.9M reactions from USPTO patents (1976-2016). The task is: Predict the product of the given reaction. (1) Given the reactants Br[C:2]1[CH:3]=[C:4]([N+:17]([O-:19])=[O:18])[C:5]2[C:9]([CH:10]=1)=[N:8][N:7]([CH:11]1[CH2:16][CH2:15][CH2:14][CH2:13][O:12]1)[CH:6]=2.[NH:20]1[C:28]2[C:23](=[C:24](B(O)O)[CH:25]=[CH:26][CH:27]=2)[CH:22]=[CH:21]1.C(=O)([O-])O.[Na+].CC(O)C, predict the reaction product. The product is: [NH:20]1[C:28]2[C:23](=[C:24]([C:2]3[CH:3]=[C:4]([N+:17]([O-:19])=[O:18])[C:5]4[C:9]([CH:10]=3)=[N:8][N:7]([CH:11]3[CH2:16][CH2:15][CH2:14][CH2:13][O:12]3)[CH:6]=4)[CH:25]=[CH:26][CH:27]=2)[CH:22]=[CH:21]1. (2) Given the reactants [CH3:1][C:2]1([CH3:24])[C:6]2[C:7]([O:11][C:12]3[CH:17]=[CH:16][C:15]([NH:18][C:19](=[O:23])[C@@H:20]([CH3:22])[NH2:21])=[CH:14][CH:13]=3)=[CH:8][CH:9]=[CH:10][C:5]=2[O:4][CH2:3]1.C(N(CC)CC)C.Cl[C:33](Cl)([O:35]C(=O)OC(Cl)(Cl)Cl)Cl, predict the reaction product. The product is: [CH3:24][C:2]1([CH3:1])[C:6]2[C:7]([O:11][C:12]3[CH:17]=[CH:16][C:15]([N:18]4[C:19](=[O:23])[C@@H:20]([CH3:22])[NH:21][C:33]4=[O:35])=[CH:14][CH:13]=3)=[CH:8][CH:9]=[CH:10][C:5]=2[O:4][CH2:3]1. (3) Given the reactants [CH3:1][C:2]1[CH:10]=[C:9]([C:11]([NH:13][CH:14]2[CH2:19][CH2:18][NH:17][CH2:16][CH2:15]2)=[O:12])[CH:8]=[C:7]([CH3:20])[C:3]=1[C:4]([OH:6])=[O:5].[CH2:21]([O:23][C:24]1[CH:25]=[C:26]([CH:29]=[C:30]([O:33][CH2:34][CH3:35])[C:31]=1[F:32])[CH:27]=O)[CH3:22].C([BH3-])#N.[Na+].C(N(C(C)C)C(C)C)C, predict the reaction product. The product is: [CH2:21]([O:23][C:24]1[CH:25]=[C:26]([CH:29]=[C:30]([O:33][CH2:34][CH3:35])[C:31]=1[F:32])[CH2:27][N:17]1[CH2:16][CH2:15][CH:14]([NH:13][C:11](=[O:12])[C:9]2[CH:10]=[C:2]([CH3:1])[C:3]([C:4]([OH:6])=[O:5])=[C:7]([CH3:20])[CH:8]=2)[CH2:19][CH2:18]1)[CH3:22].